From a dataset of Full USPTO retrosynthesis dataset with 1.9M reactions from patents (1976-2016). Predict the reactants needed to synthesize the given product. (1) Given the product [Cl:19][C:16]1[CH:17]=[CH:18][C:12]2[O:11][C:10]([N:4]3[CH2:5][CH2:6][CH:7]([CH3:8])[NH:1][CH2:2][CH2:3]3)=[N:14][C:13]=2[CH:15]=1, predict the reactants needed to synthesize it. The reactants are: [NH2:1][CH2:2][CH2:3][N:4]([C:10]1[O:11][C:12]2[CH:18]=[CH:17][C:16]([Cl:19])=[CH:15][C:13]=2[N:14]=1)[CH2:5][CH2:6][C:7](=O)[CH3:8].C([O-])(=O)C.[Na+].[BH-](OC(C)=O)(OC(C)=O)OC(C)=O.[Na+].Cl.[OH-].[Na+]. (2) Given the product [S:41]1[CH:40]=[CH:39][N:38]=[C:37]1[NH:36][S:33]([C:28]1[CH:27]=[CH:26][C:31]([NH:32][C:15](=[O:17])[CH2:14][O:13][C:8]2[C:7]3[C:12](=[C:3]([C:2]([F:1])([F:19])[F:18])[CH:4]=[CH:5][CH:6]=3)[N:11]=[CH:10][CH:9]=2)=[CH:30][CH:29]=1)(=[O:35])=[O:34], predict the reactants needed to synthesize it. The reactants are: [F:1][C:2]([F:19])([F:18])[C:3]1[CH:4]=[CH:5][CH:6]=[C:7]2[C:12]=1[N:11]=[CH:10][CH:9]=[C:8]2[O:13][CH2:14][C:15]([OH:17])=O.C(Cl)(=O)C(Cl)=O.[CH:26]1[C:31]([NH2:32])=[CH:30][CH:29]=[C:28]([S:33]([NH:36][C:37]2[S:41][CH:40]=[CH:39][N:38]=2)(=[O:35])=[O:34])[CH:27]=1.N1C=CC=CC=1. (3) Given the product [C:1]([O:4][C@@H:5]1[C@@H:18]([O:19][C:20](=[O:22])[CH3:21])[C@H:17]([O:23][C:24](=[O:26])[CH3:25])[CH2:16][S:15][C@H:6]1[O:7][C:8]1[CH:9]=[N:10][C:11]([C:30]2[CH:31]=[N:32][CH:33]=[C:28]([Cl:27])[CH:29]=2)=[CH:12][CH:13]=1)(=[O:3])[CH3:2], predict the reactants needed to synthesize it. The reactants are: [C:1]([O:4][C@@H:5]1[C@@H:18]([O:19][C:20](=[O:22])[CH3:21])[C@H:17]([O:23][C:24](=[O:26])[CH3:25])[CH2:16][S:15][C@H:6]1[O:7][C:8]1[CH:9]=[N:10][C:11](Br)=[CH:12][CH:13]=1)(=[O:3])[CH3:2].[Cl:27][C:28]1[CH:29]=[C:30](B(O)O)[CH:31]=[N:32][CH:33]=1.